From a dataset of Full USPTO retrosynthesis dataset with 1.9M reactions from patents (1976-2016). Predict the reactants needed to synthesize the given product. (1) Given the product [Si:1]([O:8][CH2:9][C@H:10]1[O:14][C@@H:13]([N:15]2[CH:22]=[CH:21][C:19]([NH:20][C:27]([C:32]3[CH:47]=[CH:46][CH:45]=[CH:33][CH:31]=3)([C:28]3[CH:44]=[CH:35][CH:36]=[CH:34][CH:29]=3)[C:26]3[CH:37]=[CH:38][C:39]([O:40][CH3:41])=[CH:42][CH:43]=3)=[N:18][C:16]2=[O:17])[C:12]([F:23])([F:24])[C@@H:11]1[O:25][C:35]([C:50]1[CH:55]=[CH:54][CH:53]=[CH:52][CH:51]=1)([C:44]1[CH:49]=[CH:48][CH:47]=[CH:46][CH:45]=1)[C:36]1[CH:43]=[CH:42][C:39]([O:40][CH3:41])=[CH:38][CH:37]=1)([C:4]([CH3:7])([CH3:5])[CH3:6])([CH3:2])[CH3:3], predict the reactants needed to synthesize it. The reactants are: [Si:1]([O:8][CH2:9][C@H:10]1[O:14][C@@H:13]([N:15]2[CH:22]=[CH:21][C:19]([NH2:20])=[N:18][C:16]2=[O:17])[C:12]([F:24])([F:23])[C@@H:11]1[OH:25])([C:4]([CH3:7])([CH3:6])[CH3:5])([CH3:3])[CH3:2].[CH3:26][C:27]1[CH:32]=[C:31]([CH3:33])N=[C:29]([CH3:34])[CH:28]=1.[C:35](Cl)([C:50]1[CH:55]=[CH:54][CH:53]=[CH:52][CH:51]=1)([C:44]1[CH:49]=[CH:48][CH:47]=[CH:46][CH:45]=1)[C:36]1[CH:43]=[CH:42][C:39]([O:40][CH3:41])=[CH:38][CH:37]=1. (2) Given the product [CH3:1][S:2]([C:5]1[CH:6]=[C:7]([C:11]2[N:16]3[N:17]=[C:18]([NH:20][C:22]4[CH:27]=[CH:26][CH:25]=[CH:24][C:23]=4[O:28][CH3:29])[N:19]=[C:15]3[CH:14]=[CH:13][CH:12]=2)[CH:8]=[CH:9][CH:10]=1)(=[O:3])=[O:4], predict the reactants needed to synthesize it. The reactants are: [CH3:1][S:2]([C:5]1[CH:6]=[C:7]([C:11]2[N:16]3[N:17]=[C:18]([NH2:20])[N:19]=[C:15]3[CH:14]=[CH:13][CH:12]=2)[CH:8]=[CH:9][CH:10]=1)(=[O:4])=[O:3].Br[C:22]1[CH:27]=[CH:26][CH:25]=[CH:24][C:23]=1[O:28][CH3:29]. (3) Given the product [Cl:17][C:18]1[C:19]([C:2]2[N:7]=[C:6]([N:8]([CH3:16])[CH2:9][CH:10]3[CH2:15][CH2:14][O:13][CH2:12][CH2:11]3)[CH:5]=[N:4][CH:3]=2)=[CH:20][C:21]([F:24])=[N:22][CH:23]=1, predict the reactants needed to synthesize it. The reactants are: Cl[C:2]1[N:7]=[C:6]([N:8]([CH3:16])[CH2:9][CH:10]2[CH2:15][CH2:14][O:13][CH2:12][CH2:11]2)[CH:5]=[N:4][CH:3]=1.[Cl:17][C:18]1[C:19](B(O)O)=[CH:20][C:21]([F:24])=[N:22][CH:23]=1.C(Cl)Cl.C(=O)([O-])[O-].[Na+].[Na+]. (4) Given the product [Cl:21][CH2:17][C:14]1[CH:15]=[CH:16][C:11]([CH2:10][C:2]2[S:1][C:5]3[CH:6]=[CH:7][CH:8]=[CH:9][C:4]=3[N:3]=2)=[CH:12][CH:13]=1, predict the reactants needed to synthesize it. The reactants are: [S:1]1[C:5]2[CH:6]=[CH:7][CH:8]=[CH:9][C:4]=2[N:3]=[C:2]1[CH2:10][C:11]1[CH:16]=[CH:15][C:14]([CH2:17]O)=[CH:13][CH:12]=1.S(Cl)([Cl:21])=O. (5) Given the product [Cl:12][CH2:13][CH2:14][NH:15][C:16]([NH:11][CH:7]([C:1]1[CH:6]=[CH:5][CH:4]=[CH:3][CH:2]=1)[CH2:8][C:9]#[CH:10])=[O:17], predict the reactants needed to synthesize it. The reactants are: [C:1]1([CH:7]([NH2:11])[CH2:8][C:9]#[CH:10])[CH:6]=[CH:5][CH:4]=[CH:3][CH:2]=1.[Cl:12][CH2:13][CH2:14][N:15]=[C:16]=[O:17].C(N(CC)CC)C. (6) The reactants are: [CH3:1][N:2]1[CH2:7][CH2:6][N:5]([C:8]2[N:13]=[CH:12][C:11]([C:14]3[C:22]4[C:17](=[CH:18][C:19]([CH:23]=O)=[CH:20][CH:21]=4)[NH:16][N:15]=3)=[CH:10][N:9]=2)[CH2:4][CH2:3]1.[CH3:25][O:26][C:27]1[CH:28]=[C:29]2[C:33](=[CH:34][CH:35]=1)[NH:32][C:31](=[O:36])[CH2:30]2.N1CCCCC1. Given the product [CH3:25][O:26][C:27]1[CH:28]=[C:29]2[C:33](=[CH:34][CH:35]=1)[NH:32][C:31](=[O:36])/[C:30]/2=[CH:23]/[C:19]1[CH:18]=[C:17]2[C:22]([C:14]([C:11]3[CH:12]=[N:13][C:8]([N:5]4[CH2:4][CH2:3][N:2]([CH3:1])[CH2:7][CH2:6]4)=[N:9][CH:10]=3)=[N:15][NH:16]2)=[CH:21][CH:20]=1, predict the reactants needed to synthesize it. (7) Given the product [Cl:1][C:2]1[C:10]([C:11]#[N:12])=[CH:9][CH:8]=[C:7]2[C:3]=1[CH:4]=[C:5]([CH2:18][OH:19])[N:6]2[CH2:13][C:14]([F:16])([F:17])[F:15].[OH:19][CH2:18][C:5]1[N:6]([CH2:13][C:14]([F:17])([F:15])[F:16])[C:7]2[C:3]([CH:4]=1)=[CH:2][C:10]([C:11]#[N:12])=[CH:9][CH:8]=2, predict the reactants needed to synthesize it. The reactants are: [Cl:1][C:2]1[C:10]([C:11]#[N:12])=[CH:9][CH:8]=[C:7]2[C:3]=1[CH:4]=[C:5]([C:18](OCC)=[O:19])[N:6]2[CH2:13][C:14]([F:17])([F:16])[F:15].[Li+].[BH4-].CO.C(Cl)Cl. (8) The reactants are: Cl[C:2]1[N:9]=[C:8]([C:10]2O[CH:12]=[CH:13][CH:14]=2)[C:7]([C:15]2[CH:20]=[CH:19][N:18]=[C:17]([S:21][CH3:22])[N:16]=2)=[CH:6][C:3]=1[C:4]#[N:5].[OH2:23].[NH2:24][NH2:25].O. Given the product [O:23]1[CH:12]=[CH:13][CH:14]=[C:10]1[C:8]1[N:9]=[C:2]2[NH:24][N:25]=[C:4]([NH2:5])[C:3]2=[CH:6][C:7]=1[C:15]1[CH:20]=[CH:19][N:18]=[C:17]([S:21][CH3:22])[N:16]=1, predict the reactants needed to synthesize it. (9) Given the product [CH2:35]([N:3]([CH2:1][CH3:2])[CH2:4]/[CH:5]=[CH:6]\[C:7]1[CH:12]=[C:11]([F:13])[CH:10]=[CH:9][C:8]=1[S:14]([NH:17][C:18]1[C:27]([C:28]([OH:30])=[O:29])=[C:26]2[C:21]([C:22]3[CH:34]=[CH:33][O:32][C:23]=3[CH2:24][O:25]2)=[CH:20][CH:19]=1)(=[O:16])=[O:15])[CH3:36], predict the reactants needed to synthesize it. The reactants are: [CH2:1]([N:3]([CH2:35][CH3:36])[CH2:4]/[CH:5]=[CH:6]\[C:7]1[CH:12]=[C:11]([F:13])[CH:10]=[CH:9][C:8]=1[S:14]([NH:17][C:18]1[C:27]([C:28]([O:30]C)=[O:29])=[C:26]2[C:21]([C:22]3[CH:34]=[CH:33][O:32][C:23]=3[CH2:24][O:25]2)=[CH:20][CH:19]=1)(=[O:16])=[O:15])[CH3:2].O.[OH-].[Li+].C(O)=O.